Dataset: Peptide-MHC class I binding affinity with 185,985 pairs from IEDB/IMGT. Task: Regression. Given a peptide amino acid sequence and an MHC pseudo amino acid sequence, predict their binding affinity value. This is MHC class I binding data. The peptide sequence is STYFPCFTA. The MHC is Mamu-A02 with pseudo-sequence Mamu-A02. The binding affinity (normalized) is 0.589.